Regression/Classification. Given a drug SMILES string, predict its absorption, distribution, metabolism, or excretion properties. Task type varies by dataset: regression for continuous measurements (e.g., permeability, clearance, half-life) or binary classification for categorical outcomes (e.g., BBB penetration, CYP inhibition). Dataset: b3db_classification. From a dataset of Blood-brain barrier permeability classification from the B3DB database. (1) The compound is COc1ccccc1N1CCN(CCC[C@@H](O)c2ccc(F)cc2)CC1. The result is 1 (penetrates BBB). (2) The drug is CCCC1C(=O)N(c2ccccc2)N(c2ccccc2)C1=O. The result is 0 (does not penetrate BBB). (3) The molecule is CCCCc1oc2ccccc2c1C(=O)c1cc(I)c(OCCN(CC)CC)c(I)c1. The result is 0 (does not penetrate BBB). (4) The compound is CN(C(=O)C(c1ccccc1)c1ccccc1)[C@@H](CN1CC[C@H](O)C1)c1ccccc1. The result is 1 (penetrates BBB). (5) The drug is C=C[C@H]1CNCC[C@H]1CCCc1ccnc2ccc(OC)cc12. The result is 1 (penetrates BBB). (6) The drug is COC(=O)C[C@@H](C1=C(O)C(=O)C([C@@H](CC(=O)OC)c2cc3cccc4c3n(c2=O)CCC4)=C(O)C1=O)c1cc2cccc3c2n(c1=O)CCC3. The result is 0 (does not penetrate BBB). (7) The molecule is O=[N+]([O-])c1nccn1CC(O)COCF. The result is 1 (penetrates BBB). (8) The drug is CC[C@@H](Oc1ccccc1)C(=O)N[C@H]1C(=O)N2[C@H]1SC(C)(C)[C@H]2C(=O)O. The result is 0 (does not penetrate BBB).